Dataset: Forward reaction prediction with 1.9M reactions from USPTO patents (1976-2016). Task: Predict the product of the given reaction. (1) Given the reactants [NH:1]([C:3]([O:5][C:6]([CH3:9])([CH3:8])[CH3:7])=[O:4])[NH2:2].[CH:10](=O)[CH3:11], predict the reaction product. The product is: [CH:10](=[N:2]/[NH:1][C:3]([O:5][C:6]([CH3:9])([CH3:8])[CH3:7])=[O:4])\[CH3:11]. (2) Given the reactants [C:1](=[O:4])([O-])[O-].[K+].[K+].Br[C:8]1[CH:9]=[C:10]([CH:13]=[CH:14][C:15]=1[CH:16]1[NH:21][C:20](=O)[N:19]([C:23]2[CH:28]=[CH:27][CH:26]=[C:25]([C:29]([F:32])([F:31])[F:30])[CH:24]=2)[C:18]2[CH2:33][CH2:34][NH:35][C:36](=[O:37])[C:17]1=2)[C:11]#[N:12].[N:38]1[CH:43]=[CH:42][CH:41]=[C:40](B(O)O)[CH:39]=1, predict the reaction product. The product is: [CH3:20][N:21]1[CH:16]([C:15]2[CH:14]=[CH:13][C:10]([C:11]#[N:12])=[CH:9][C:8]=2[C:40]2[CH:39]=[N:38][CH:43]=[CH:42][CH:41]=2)[C:17]2[C:36](=[O:37])[NH:35][CH2:34][CH2:33][C:18]=2[N:19]([C:23]2[CH:28]=[CH:27][CH:26]=[C:25]([C:29]([F:31])([F:32])[F:30])[CH:24]=2)[C:1]1=[O:4].